This data is from Reaction yield outcomes from USPTO patents with 853,638 reactions. The task is: Predict the reaction yield, written as a fraction of the theoretical maximum amount of product (1.0 means a 100% yield; for example, 0.34 means a 34% yield). (1) The reactants are Br[C:2]1[CH:14]=[CH:13][C:5]([C:6]([O:8][C:9]([CH3:12])([CH3:11])[CH3:10])=[O:7])=[C:4]([Cl:15])[CH:3]=1.C([O-])([O-])=O.[K+].[K+].[C:22]1(C)C=CC=C[CH:23]=1. The catalyst is C1C=CC([P]([Pd]([P](C2C=CC=CC=2)(C2C=CC=CC=2)C2C=CC=CC=2)([P](C2C=CC=CC=2)(C2C=CC=CC=2)C2C=CC=CC=2)[P](C2C=CC=CC=2)(C2C=CC=CC=2)C2C=CC=CC=2)(C2C=CC=CC=2)C2C=CC=CC=2)=CC=1. The product is [Cl:15][C:4]1[CH:3]=[C:2]([CH:22]=[CH2:23])[CH:14]=[CH:13][C:5]=1[C:6]([O:8][C:9]([CH3:12])([CH3:11])[CH3:10])=[O:7]. The yield is 0.460. (2) The catalyst is CO. The reactants are [CH3:1][C:2]1[N:7]=[C:6]([S:8][CH2:9][C:10]2[N:14]([CH3:15])[CH:13]=[N:12][CH:11]=2)[N:5]=[C:4]([OH:16])[CH:3]=1.[ClH:17].O1CCOCC1. The yield is 0.960. The product is [ClH:17].[CH3:1][C:2]1[N:7]=[C:6]([S:8][CH2:9][C:10]2[N:14]([CH3:15])[CH:13]=[N:12][CH:11]=2)[N:5]=[C:4]([OH:16])[CH:3]=1. (3) The reactants are Br[C:2]1[CH:7]=[C:6]([Cl:8])[CH:5]=[C:4]([Br:9])[CH:3]=1.CC1(C)C(C)(C)OB([C:18]2[CH:19]=[N:20][CH:21]=[CH:22][CH:23]=2)O1.C([O-])([O-])=O.[K+].[K+]. The catalyst is C1C=CC([P]([Pd]([P](C2C=CC=CC=2)(C2C=CC=CC=2)C2C=CC=CC=2)([P](C2C=CC=CC=2)(C2C=CC=CC=2)C2C=CC=CC=2)[P](C2C=CC=CC=2)(C2C=CC=CC=2)C2C=CC=CC=2)(C2C=CC=CC=2)C2C=CC=CC=2)=CC=1. The product is [Br:9][C:4]1[CH:3]=[C:2]([C:18]2[CH:19]=[N:20][CH:21]=[CH:22][CH:23]=2)[CH:7]=[C:6]([Cl:8])[CH:5]=1. The yield is 0.500. (4) The reactants are [CH2:1]([C:4]1[CH:9]=[CH:8][C:7]([S:10](Cl)(=[O:12])=[O:11])=[CH:6][CH:5]=1)[CH2:2][CH3:3].N1C=CC=CC=1.[NH2:20][C:21]1[CH:30]=[CH:29][C:24]2[N:25]=[C:26]([CH3:28])[O:27][C:23]=2[CH:22]=1.C([O-])(O)=O.[Na+]. The catalyst is ClCCl. The product is [CH3:28][C:26]1[O:27][C:23]2[CH:22]=[C:21]([NH:20][S:10]([C:7]3[CH:8]=[CH:9][C:4]([CH2:1][CH2:2][CH3:3])=[CH:5][CH:6]=3)(=[O:12])=[O:11])[CH:30]=[CH:29][C:24]=2[N:25]=1. The yield is 0.700. (5) No catalyst specified. The reactants are [NH:1]1[CH2:6][CH2:5][CH2:4][CH2:3][CH2:2]1.C(OC([NH:14][CH2:15][C:16]1[CH:24]=[CH:23][C:19]([C:20](O)=[O:21])=[CH:18][CH:17]=1)=O)(C)(C)C. The product is [N:1]1([C:20]([C:19]2[CH:23]=[CH:24][C:16]([CH2:15][NH2:14])=[CH:17][CH:18]=2)=[O:21])[CH2:6][CH2:5][CH2:4][CH2:3][CH2:2]1. The yield is 1.00.